The task is: Predict the reaction yield, written as a fraction of the theoretical maximum amount of product (1.0 means a 100% yield; for example, 0.34 means a 34% yield).. This data is from Reaction yield outcomes from USPTO patents with 853,638 reactions. (1) The reactants are [F:1][C:2]([F:16])([F:15])[C:3](=[O:14])[CH2:4][C:5]([C:7]1[CH:12]=[CH:11][C:10](Br)=[CH:9][CH:8]=1)=[O:6].[O:17]1[CH:21]=[CH:20][CH:19]=[C:18]1B(O)O.C([O-])(O)=O.[Na+]. The catalyst is COCCOC.[Pd]Cl.C1(P(C2C=CC=CC=2)C2C=CC=CC=2)C=CC=CC=1.C1(P(C2C=CC=CC=2)C2C=CC=CC=2)C=CC=CC=1. The yield is 0.612. The product is [F:1][C:2]([F:16])([F:15])[C:3](=[O:14])[CH2:4][C:5]([C:7]1[CH:12]=[CH:11][C:10]([C:18]2[O:17][CH:21]=[CH:20][CH:19]=2)=[CH:9][CH:8]=1)=[O:6]. (2) The yield is 0.450. The reactants are [C:1]([O:5][C:6]([NH:8][C@@H:9]([CH2:14][C:15]1[CH:20]=[CH:19][CH:18]=[CH:17][CH:16]=1)[C@H:10]([OH:13])[CH2:11]Cl)=[O:7])([CH3:4])([CH3:3])[CH3:2].[C:21]([O-:24])(=[O:23])[CH3:22].[K+].C(C1C=CC=CC=1)C. The product is [C:21]([O:24][CH2:11][C@@H:10]([OH:13])[C@@H:9]([NH:8][C:6]([O:5][C:1]([CH3:4])([CH3:3])[CH3:2])=[O:7])[CH2:14][C:15]1[CH:20]=[CH:19][CH:18]=[CH:17][CH:16]=1)(=[O:23])[CH3:22]. The catalyst is [Br-].C([N+](CCCC)(CCCC)CCCC)CCC.C(#N)C.